This data is from Forward reaction prediction with 1.9M reactions from USPTO patents (1976-2016). The task is: Predict the product of the given reaction. (1) The product is: [N:21]1([CH2:27][CH2:28][NH:29][S:17]([C:15]2[CH:14]=[CH:13][C:11]3[N:12]=[C:8]([C:3]4[C:4]([CH3:7])=[N:5][NH:6][C:2]=4[NH2:1])[S:9][C:10]=3[CH:16]=2)(=[O:19])=[O:18])[CH2:26][CH2:25][O:24][CH2:23][CH2:22]1. Given the reactants [NH2:1][C:2]1[NH:6][N:5]=[C:4]([CH3:7])[C:3]=1[C:8]1[S:9][C:10]2[CH:16]=[C:15]([S:17](Cl)(=[O:19])=[O:18])[CH:14]=[CH:13][C:11]=2[N:12]=1.[N:21]1([CH2:27][CH2:28][NH2:29])[CH2:26][CH2:25][O:24][CH2:23][CH2:22]1.CN1CCOCC1, predict the reaction product. (2) Given the reactants [CH2:1]([O:8][C:9]1[CH:10]=[C:11]([CH:21]=[CH:22][CH:23]=1)[CH2:12][O:13][C:14]1[CH:19]=[N:18][CH:17]=[C:16](Cl)[N:15]=1)[C:2]1[CH:7]=[CH:6][CH:5]=[CH:4][CH:3]=1.[NH:24]1[CH2:29][CH2:28][NH:27][CH2:26][CH2:25]1.C([O-])([O-])=O.[K+].[K+].O=[O+][O-], predict the reaction product. The product is: [CH2:1]([O:8][C:9]1[CH:10]=[C:11]([CH:21]=[CH:22][CH:23]=1)[CH2:12][O:13][C:14]1[CH:19]=[N:18][CH:17]=[C:16]([N:24]2[CH2:29][CH2:28][NH:27][CH2:26][CH2:25]2)[N:15]=1)[C:2]1[CH:7]=[CH:6][CH:5]=[CH:4][CH:3]=1.